From a dataset of Peptide-MHC class II binding affinity with 134,281 pairs from IEDB. Regression. Given a peptide amino acid sequence and an MHC pseudo amino acid sequence, predict their binding affinity value. This is MHC class II binding data. (1) The MHC is DRB3_0202 with pseudo-sequence DRB3_0202. The peptide sequence is AVQVTFTVQKGSDPK. The binding affinity (normalized) is 0.0942. (2) The peptide sequence is WLDAKSTWYGKPTAA. The MHC is HLA-DQA10102-DQB10502 with pseudo-sequence HLA-DQA10102-DQB10502. The binding affinity (normalized) is 0.0289. (3) The peptide sequence is VPRRGPRGGPGRSYA. The MHC is DRB1_0401 with pseudo-sequence DRB1_0401. The binding affinity (normalized) is 0.0408. (4) The peptide sequence is VSSAVPTSWVPQGRT. The MHC is HLA-DQA10501-DQB10302 with pseudo-sequence HLA-DQA10501-DQB10302. The binding affinity (normalized) is 0.392.